This data is from Peptide-MHC class I binding affinity with 185,985 pairs from IEDB/IMGT. The task is: Regression. Given a peptide amino acid sequence and an MHC pseudo amino acid sequence, predict their binding affinity value. This is MHC class I binding data. (1) The peptide sequence is SGGAYRLIV. The MHC is H-2-Kb with pseudo-sequence H-2-Kb. The binding affinity (normalized) is 0.110. (2) The peptide sequence is IMASLVLAR. The MHC is HLA-A33:01 with pseudo-sequence HLA-A33:01. The binding affinity (normalized) is 0.415. (3) The peptide sequence is FELTSMKYF. The MHC is HLA-B44:02 with pseudo-sequence HLA-B44:02. The binding affinity (normalized) is 0.581. (4) The peptide sequence is VVASETAEA. The MHC is HLA-B07:02 with pseudo-sequence HLA-B07:02. The binding affinity (normalized) is 0.0816. (5) The peptide sequence is CLIFLLVLL. The MHC is HLA-A68:02 with pseudo-sequence HLA-A68:02. The binding affinity (normalized) is 0.180.